From a dataset of Peptide-MHC class II binding affinity with 134,281 pairs from IEDB. Regression. Given a peptide amino acid sequence and an MHC pseudo amino acid sequence, predict their binding affinity value. This is MHC class II binding data. (1) The peptide sequence is FIGYGKATLECQVQTKK. The MHC is HLA-DQA10102-DQB10501 with pseudo-sequence HLA-DQA10102-DQB10501. The binding affinity (normalized) is 0.493. (2) The peptide sequence is AQKVAATAANAAPAN. The MHC is DRB1_0401 with pseudo-sequence DRB1_0401. The binding affinity (normalized) is 0.247. (3) The peptide sequence is SQDLELSWRLNGLQAY. The MHC is DRB1_0802 with pseudo-sequence DRB1_0802. The binding affinity (normalized) is 0.495. (4) The peptide sequence is GWGNGCGLFGKGSIV. The MHC is DRB1_0701 with pseudo-sequence DRB1_0701. The binding affinity (normalized) is 0.315. (5) The peptide sequence is VQNTVEDLKLNTLGR. The MHC is DRB1_0701 with pseudo-sequence DRB1_0701. The binding affinity (normalized) is 0.288. (6) The peptide sequence is QAHSLERVCHCLGKWLGHPD. The MHC is DRB1_1501 with pseudo-sequence DRB1_1501. The binding affinity (normalized) is 0.293. (7) The peptide sequence is EEYVEIRQVGDFH. The MHC is DRB1_1501 with pseudo-sequence DRB1_1501. The binding affinity (normalized) is 0.295. (8) The binding affinity (normalized) is 0.695. The peptide sequence is TRRFLPQILAECARR. The MHC is DRB4_0103 with pseudo-sequence DRB4_0103. (9) The peptide sequence is FLTGPLNFTGPCKGD. The MHC is DRB3_0202 with pseudo-sequence DRB3_0202. The binding affinity (normalized) is 0. (10) The peptide sequence is SKCVRDGKGGFLYIK. The MHC is DRB1_0101 with pseudo-sequence DRB1_0101. The binding affinity (normalized) is 0.558.